This data is from Full USPTO retrosynthesis dataset with 1.9M reactions from patents (1976-2016). The task is: Predict the reactants needed to synthesize the given product. Given the product [Br:1][C:2]1[CH:3]=[CH:4][C:5]([N:16]2[CH2:17][CH2:18][C:13]3([CH2:10][CH:11]([OH:19])[CH2:12]3)[CH2:14][CH2:15]2)=[N:6][CH:7]=1, predict the reactants needed to synthesize it. The reactants are: [Br:1][C:2]1[CH:3]=[CH:4][C:5](F)=[N:6][CH:7]=1.Cl.[CH2:10]1[C:13]2([CH2:18][CH2:17][NH:16][CH2:15][CH2:14]2)[CH2:12][CH:11]1[OH:19].C(N(CC)C(C)C)(C)C.CN(C=O)C.